Predict which catalyst facilitates the given reaction. From a dataset of Catalyst prediction with 721,799 reactions and 888 catalyst types from USPTO. (1) Reactant: C(OC(=O)[NH:7][C:8]1[CH:13]=[CH:12][C:11]([C:14]2[CH:19]=[CH:18][CH:17]=[C:16]([C:20](=[O:34])[NH:21][C:22]3[CH:27]=[CH:26][C:25]([N:28]4[CH2:33][CH2:32][O:31][CH2:30][CH2:29]4)=[CH:24][CH:23]=3)[CH:15]=2)=[C:10]([CH3:35])[CH:9]=1)(C)(C)C.Cl. Product: [N:28]1([C:25]2[CH:24]=[CH:23][C:22]([NH:21][C:20]([C:16]3[CH:15]=[C:14]([C:11]4[CH:12]=[CH:13][C:8]([NH2:7])=[CH:9][C:10]=4[CH3:35])[CH:19]=[CH:18][CH:17]=3)=[O:34])=[CH:27][CH:26]=2)[CH2:33][CH2:32][O:31][CH2:30][CH2:29]1. The catalyst class is: 5. (2) Reactant: [C:1]([NH2:9])(=[NH:8])[C:2]1[CH:7]=[CH:6][CH:5]=[CH:4][CH:3]=1.C(=O)([O-])[O-].[K+].[K+].Br[CH2:17][C:18](=O)[CH:19]([O:22][CH3:23])[O:20][CH3:21].C(OCC)(=O)C. Product: [CH3:21][O:20][CH:19]([O:22][CH3:23])[C:18]1[N:8]=[C:1]([C:2]2[CH:7]=[CH:6][CH:5]=[CH:4][CH:3]=2)[NH:9][CH:17]=1. The catalyst class is: 18. (3) Reactant: N=C=N.C1C=NC2N(O)N=NC=2C=1.[CH3:14][C:15]1[C:19]([CH2:20][C:21]([OH:23])=O)=[C:18]([CH3:24])[N:17]([C:25]2[CH:30]=[CH:29][CH:28]=[CH:27][CH:26]=2)[N:16]=1.[Cl:31][C:32]1[CH:33]=[C:34]([CH2:39][NH2:40])[CH:35]=[CH:36][C:37]=1[Cl:38].[N-]=C=O.C(O)C(N)(CO)CO. Product: [Cl:31][C:32]1[CH:33]=[C:34]([CH2:39][NH:40][C:21](=[O:23])[CH2:20][C:19]2[C:15]([CH3:14])=[N:16][N:17]([C:25]3[CH:30]=[CH:29][CH:28]=[CH:27][CH:26]=3)[C:18]=2[CH3:24])[CH:35]=[CH:36][C:37]=1[Cl:38]. The catalyst class is: 489. (4) Reactant: [C:1]([O:4][C:5](=[O:7])[CH3:6])(=O)[CH3:2].N1C=CC=CC=1.[CH2:14](O)[CH2:15][CH2:16][CH2:17][CH2:18][CH2:19][CH2:20][CH2:21]/[CH:22]=[CH:23]\CC. Product: [C:5]([O:4][CH2:1][CH2:2][CH2:23][CH2:22][CH2:21][CH2:20][CH2:19][CH2:18]/[CH:17]=[CH:16]\[CH2:15][CH3:14])(=[O:7])[CH3:6]. The catalyst class is: 343. (5) Reactant: [Br:1][C:2]1[CH:10]=[CH:9][C:8]([O:11][CH3:12])=[CH:7][C:3]=1[C:4]([OH:6])=O.F[P-](F)(F)(F)(F)F.N1(OC(N(C)C)=[N+](C)C)C2N=CC=CC=2N=N1.C(N(CC)CC)C.Cl.[CH2:45]([O:47][C:48](=[O:70])[C@@H:49]([NH2:69])[CH2:50][C:51]1[CH:56]=[CH:55][C:54]([C:57]2[C:62]([O:63][CH3:64])=[CH:61][C:60]([C:65]#[N:66])=[CH:59][C:58]=2[O:67][CH3:68])=[CH:53][CH:52]=1)[CH3:46]. Product: [CH2:45]([O:47][C:48](=[O:70])[C@@H:49]([NH:69][C:4]([C:3]1[CH:7]=[C:8]([O:11][CH3:12])[CH:9]=[CH:10][C:2]=1[Br:1])=[O:6])[CH2:50][C:51]1[CH:56]=[CH:55][C:54]([C:57]2[C:58]([O:67][CH3:68])=[CH:59][C:60]([C:65]#[N:66])=[CH:61][C:62]=2[O:63][CH3:64])=[CH:53][CH:52]=1)[CH3:46]. The catalyst class is: 9. (6) Reactant: [CH2:1]([C:4]1[NH:5][C:6]2[C:11]([CH:12]=1)=[C:10]([C:13]([F:16])([F:15])[F:14])[C:9]([C:17]#[N:18])=[CH:8][CH:7]=2)[CH2:2][CH3:3].C([O-])([O-])=O.[Cs+].[Cs+].Cl[CH2:26][CH2:27][S:28][CH3:29].[I-].[K+]. Product: [CH3:29][S:28][CH2:27][CH2:26][N:5]1[C:6]2[C:11](=[C:10]([C:13]([F:15])([F:16])[F:14])[C:9]([C:17]#[N:18])=[CH:8][CH:7]=2)[CH:12]=[C:4]1[CH2:1][CH2:2][CH3:3]. The catalyst class is: 3. (7) Reactant: [Cl:1][C:2]1[CH:3]=[C:4]([C:8]2[N:12]([C:13]3[CH:18]=[CH:17][CH:16]=[C:15]([C:19]#[N:20])[CH:14]=3)[N:11]=[C:10]([C:21]([OH:23])=O)[CH:9]=2)[CH:5]=[CH:6][CH:7]=1.C(N(CC)C(C)C)(C)C.ClC1C=C(N2C(C3C=CC=C(OCCO)C=3)=CC(C([N:57]3[CH2:61][C:60](=[O:62])[NH:59][CH2:58]3)=O)=N2)C=CC=1. Product: [Cl:1][C:2]1[CH:3]=[C:4]([C:8]2[N:12]([C:13]3[CH:14]=[C:15]([C:19]#[N:20])[CH:16]=[CH:17][CH:18]=3)[N:11]=[C:10]([C:21]([N:57]3[CH2:61][C:60](=[O:62])[NH:59][CH2:58]3)=[O:23])[CH:9]=2)[CH:5]=[CH:6][CH:7]=1. The catalyst class is: 106.